Dataset: Peptide-MHC class I binding affinity with 185,985 pairs from IEDB/IMGT. Task: Regression. Given a peptide amino acid sequence and an MHC pseudo amino acid sequence, predict their binding affinity value. This is MHC class I binding data. (1) The binding affinity (normalized) is 0. The MHC is HLA-A68:01 with pseudo-sequence HLA-A68:01. The peptide sequence is KPFNNILDL. (2) The peptide sequence is VCLSGEGWPY. The MHC is HLA-A30:01 with pseudo-sequence HLA-A30:01. The binding affinity (normalized) is 0.0378. (3) The peptide sequence is YVYPDNLPR. The MHC is HLA-B40:01 with pseudo-sequence HLA-B40:01. The binding affinity (normalized) is 0.0847.